This data is from Catalyst prediction with 721,799 reactions and 888 catalyst types from USPTO. The task is: Predict which catalyst facilitates the given reaction. (1) Reactant: C[O:2][C:3](=O)[CH2:4][C:5]1([S:9][C:10]2[CH:15]=[C:14]([CH3:16])[C:13]([OH:17])=[C:12]([CH3:18])[C:11]=2[CH3:19])[CH2:8][CH2:7][CH2:6]1.O.Cl. Product: [OH:17][C:13]1[C:14]([CH3:16])=[C:15]2[C:10](=[C:11]([CH3:19])[C:12]=1[CH3:18])[S:9][C:5]1([CH2:6][CH2:7][CH2:8]1)[CH2:4][C:3]2=[O:2]. The catalyst class is: 562. (2) Product: [CH:5]1[C:6]2[C:11](=[CH:10][CH:9]=[CH:8][CH:7]=2)[CH:12]=[C:3]([CH2:2][NH:14][CH3:13])[N:4]=1. Reactant: Cl[CH2:2][C:3]1[N:4]=[CH:5][C:6]2[C:11]([CH:12]=1)=[CH:10][CH:9]=[CH:8][CH:7]=2.[CH3:13][NH2:14]. The catalyst class is: 4. (3) Product: [Cl:1][C:2]1[CH:3]=[C:4]([CH:28]=[CH:29][C:30]=1[F:31])[C:5]([NH:7][C:8]1[N:13]=[CH:12][C:11]([NH:14][C:15]2[C:24]3[C:19](=[CH:20][C:21]([O:27][CH2:33][CH2:34][CH2:35][N:7]([CH2:5][CH3:4])[CH2:8][CH2:37][OH:40])=[C:22]([O:25][CH3:26])[CH:23]=3)[N:18]=[CH:17][N:16]=2)=[CH:10][N:9]=1)=[O:6]. The catalyst class is: 9. Reactant: [Cl:1][C:2]1[CH:3]=[C:4]([CH:28]=[CH:29][C:30]=1[F:31])[C:5]([NH:7][C:8]1[N:13]=[CH:12][C:11]([NH:14][C:15]2[C:24]3[C:19](=[CH:20][C:21]([OH:27])=[C:22]([O:25][CH3:26])[CH:23]=3)[N:18]=[CH:17][N:16]=2)=[CH:10][N:9]=1)=[O:6].Br[CH2:33][CH2:34][CH2:35]Cl.[C:37](=[O:40])([O-])[O-].[Cs+].[Cs+]. (4) Reactant: [CH2:1]1[C:9]2[C:4](=[CH:5][CH:6]=[CH:7][CH:8]=2)[CH2:3][NH:2]1.[NH2:10][C:11]([CH3:17])([CH3:16])[CH2:12][C:13](O)=[O:14].Cl.CN(C)CCCN=C=NCC.OC1C2N=NNC=2C=CC=1. Product: [NH2:10][C:11]([CH3:17])([CH3:16])[CH2:12][C:13]([N:2]1[CH2:3][C:4]2[C:9](=[CH:8][CH:7]=[CH:6][CH:5]=2)[CH2:1]1)=[O:14]. The catalyst class is: 9. (5) Reactant: Cl.[NH2:2][C:3]1[N:8]=[CH:7][C:6]([C:9]2[CH:14]=[C:13]([F:15])[C:12]([CH:16]([O:30][CH2:31][CH3:32])[C:17]([NH:19][CH2:20][C:21]3[CH:26]=[CH:25][C:24]([C:27](=[NH:29])[NH2:28])=[CH:23][CH:22]=3)=[O:18])=[C:11]([F:33])[CH:10]=2)=[CH:5][CH:4]=1.[CH2:34]([O:36][C:37](Cl)=[O:38])[CH3:35].C(N(CC)CC)C. Product: [CH2:34]([O:36][C:37](=[O:38])[N:29]=[C:27]([NH2:28])[C:24]1[CH:25]=[CH:26][C:21]([CH2:20][NH:19][C:17](=[O:18])[CH:16]([C:12]2[C:13]([F:15])=[CH:14][C:9]([C:6]3[CH:7]=[N:8][C:3]([NH2:2])=[CH:4][CH:5]=3)=[CH:10][C:11]=2[F:33])[O:30][CH2:31][CH3:32])=[CH:22][CH:23]=1)[CH3:35]. The catalyst class is: 3. (6) Reactant: C([O:8][C:9]1[CH:10]=[CH:11][N:12]2[C:16]([CH:17]=1)=[C:15]([C:18](=[O:23])[C:19]([CH3:22])([CH3:21])[CH3:20])[C:14]([CH2:24][C:25]([CH3:32])([CH3:31])[C:26]([O:28][CH2:29][CH3:30])=[O:27])=[C:13]2[C:33]([C:35]1[CH:40]=[CH:39][C:38]([Cl:41])=[CH:37][CH:36]=1)=[O:34])C1C=CC=CC=1. Product: [Cl:41][C:38]1[CH:37]=[CH:36][C:35]([C:33]([C:13]2[N:12]3[C:16]([CH:17]=[C:9]([OH:8])[CH:10]=[CH:11]3)=[C:15]([C:18](=[O:23])[C:19]([CH3:21])([CH3:22])[CH3:20])[C:14]=2[CH2:24][C:25]([CH3:31])([CH3:32])[C:26]([O:28][CH2:29][CH3:30])=[O:27])=[O:34])=[CH:40][CH:39]=1. The catalyst class is: 50.